Dataset: HIV replication inhibition screening data with 41,000+ compounds from the AIDS Antiviral Screen. Task: Binary Classification. Given a drug SMILES string, predict its activity (active/inactive) in a high-throughput screening assay against a specified biological target. (1) The drug is N=C(N)NS(=O)(=O)c1ccc(-n2sc3ccccc3c2=O)cc1. The result is 1 (active). (2) The compound is CC(C(=O)O)c1ccc(C(=O)c2cccs2)cc1. The result is 0 (inactive). (3) The compound is O=C(Nc1cccc(O)c1)C(=O)C(C(=O)c1ccc(Cl)c(Cl)c1)C1OC(=O)c2ccccc21. The result is 0 (inactive). (4) The compound is COc1ccc2c(c1)OCc1c-2oc2ccccc2c1=O. The result is 0 (inactive). (5) The drug is Cc1ccc(-c2cc(=O)c3cc(C)c(C)c(C(=O)O)c3o2)cc1N. The result is 0 (inactive). (6) The result is 1 (active). The compound is O=[N+]([O-])c1ccccc1Sc1ccccc1. (7) The compound is COc1cccc2cc(C(=O)Nc3ccccc3)c(=N)oc12. The result is 0 (inactive). (8) The molecule is COc1cc2c(cc1OC)C(C(=O)c1cccc(OC)c1OC)C(=O)N(C)CC2. The result is 0 (inactive). (9) The molecule is [O+]#C[Mo+2]12345(C#[O+])(C6=C1[C-]2C3=C64)[N+]1=Nc2ccccc2[NH+]15. The result is 0 (inactive).